This data is from Peptide-MHC class II binding affinity with 134,281 pairs from IEDB. The task is: Regression. Given a peptide amino acid sequence and an MHC pseudo amino acid sequence, predict their binding affinity value. This is MHC class II binding data. (1) The peptide sequence is TIAAMMTSPLSVASM. The MHC is DRB1_0405 with pseudo-sequence DRB1_0405. The binding affinity (normalized) is 0.433. (2) The peptide sequence is KILTYPWDRIEEVTR. The MHC is DRB1_1301 with pseudo-sequence DRB1_1301. The binding affinity (normalized) is 0.472. (3) The peptide sequence is EEVPTLIKTLQSKLS. The MHC is DRB1_0101 with pseudo-sequence DRB1_0101. The binding affinity (normalized) is 0.694. (4) The peptide sequence is EEGKCGLNSVDSLEH. The binding affinity (normalized) is 0. The MHC is DRB4_0103 with pseudo-sequence DRB4_0103.